Task: Predict the reaction yield, written as a fraction of the theoretical maximum amount of product (1.0 means a 100% yield; for example, 0.34 means a 34% yield).. Dataset: Reaction yield outcomes from USPTO patents with 853,638 reactions (1) The reactants are [CH3:1][O:2][C:3]1[CH:4]=[C:5]([C:12]2[CH2:13][CH2:14][N:15]([CH2:18][CH:19]([CH3:21])[CH3:20])[CH2:16][CH:17]=2)[CH:6]=[CH:7][C:8]=1[N+:9]([O-])=O. The catalyst is CO.[Pd].[C]. The product is [CH3:1][O:2][C:3]1[CH:4]=[C:5]([CH:12]2[CH2:13][CH2:14][N:15]([CH2:18][CH:19]([CH3:20])[CH3:21])[CH2:16][CH2:17]2)[CH:6]=[CH:7][C:8]=1[NH2:9]. The yield is 0.890. (2) The yield is 0.930. The catalyst is CN(C)C=O. The reactants are [CH2:1]([O:8][C:9]1[C:14]2[N:15]([CH2:19][CH2:20][O:21][CH3:22])[C:16]([CH3:18])=[N:17][C:13]=2[CH:12]=[C:11]([C:23]([OH:25])=O)[CH:10]=1)[C:2]1[CH:7]=[CH:6][CH:5]=[CH:4][CH:3]=1.Cl.[CH3:27][NH:28][CH3:29].Cl.CN(C)CCCN=C=NCC.O.ON1C2C=CC=CC=2N=N1.C(N(CC)CC)C. The product is [CH2:1]([O:8][C:9]1[C:14]2[N:15]([CH2:19][CH2:20][O:21][CH3:22])[C:16]([CH3:18])=[N:17][C:13]=2[CH:12]=[C:11]([C:23]([N:28]([CH3:29])[CH3:27])=[O:25])[CH:10]=1)[C:2]1[CH:7]=[CH:6][CH:5]=[CH:4][CH:3]=1. (3) The reactants are [Br:1][C:2]1[CH:7]=[CH:6][C:5]([CH:8]([C:10]2[CH:15]=[CH:14][CH:13]=[CH:12][CH:11]=2)O)=[CH:4][CH:3]=1.C(O)(C(F)(F)F)=O.[SiH](CC)(CC)CC. The catalyst is C(Cl)Cl. The product is [Br:1][C:2]1[CH:3]=[CH:4][C:5]([CH2:8][C:10]2[CH:11]=[CH:12][CH:13]=[CH:14][CH:15]=2)=[CH:6][CH:7]=1. The yield is 1.00.